Predict the product of the given reaction. From a dataset of Forward reaction prediction with 1.9M reactions from USPTO patents (1976-2016). (1) Given the reactants [C:1]([N:9]1[CH2:27][CH2:26][C:12]2[N:13]([CH2:20][C:21]([O:23]CC)=[O:22])[C:14]3[CH:15]=[CH:16][CH:17]=[CH:18][C:19]=3[C:11]=2[CH2:10]1)(=[O:8])[C:2]1[CH:7]=[CH:6][CH:5]=[CH:4][CH:3]=1.[OH-].[Na+], predict the reaction product. The product is: [C:2]1([C:1]([N:9]2[CH2:27][CH2:26][C:12]3[N:13]([CH2:20][C:21]([OH:23])=[O:22])[C:14]4[CH:15]=[CH:16][CH:17]=[CH:18][C:19]=4[C:11]=3[CH2:10]2)=[O:8])[C:7]2[C:6](=[CH:1][CH:2]=[CH:3][CH:4]=2)[CH:5]=[CH:4][CH:3]=1. (2) Given the reactants Br[C:2]1[C:3]2[C:8]([N:9]=[C:10]3[C:15]=1[CH:14]=[CH:13][CH:12]=[C:11]3[CH3:16])=[CH:7][CH:6]=[CH:5][CH:4]=2.[Li]CCCC.[Sn:22](Cl)([CH3:25])([CH3:24])[CH3:23], predict the reaction product. The product is: [CH3:16][C:11]1[C:10]2[C:15](=[C:2]([Sn:22]([CH3:25])([CH3:24])[CH3:23])[C:3]3[C:8]([N:9]=2)=[CH:7][CH:6]=[CH:5][CH:4]=3)[CH:14]=[CH:13][CH:12]=1. (3) Given the reactants [NH2:1][C@H:2]1[C:7]([F:9])([F:8])[CH2:6][CH2:5][CH2:4][C@H:3]1[NH:10][C:11]1[N:12]=[C:13]([NH:19][C:20]2[S:24][N:23]=[C:22]([CH3:25])[CH:21]=2)[C:14]([C:17]#[N:18])=[N:15][CH:16]=1.[OH-].[Na+].OO.CC(O)=[O:32], predict the reaction product. The product is: [NH2:1][C@H:2]1[C:7]([F:9])([F:8])[CH2:6][CH2:5][CH2:4][C@H:3]1[NH:10][C:11]1[N:12]=[C:13]([NH:19][C:20]2[S:24][N:23]=[C:22]([CH3:25])[CH:21]=2)[C:14]([C:17]([NH2:18])=[O:32])=[N:15][CH:16]=1. (4) Given the reactants Cl.[NH2:2][CH2:3][CH2:4][C:5]1[C:13]2[C:8](=[CH:9][CH:10]=[C:11]([O:14][CH3:15])[CH:12]=2)[NH:7][C:6]=1[C:16]([NH:18][CH3:19])=[O:17].O1CCCC1.[C:25](N1C=CN=C1)([N:27]1C=CN=[CH:28]1)=[O:26].CN, predict the reaction product. The product is: [CH3:15][O:14][C:11]1[CH:12]=[C:13]2[C:8](=[CH:9][CH:10]=1)[NH:7][C:6]([C:16]([NH:18][CH3:19])=[O:17])=[C:5]2[CH2:4][CH2:3][NH:2][C:25](=[O:26])[NH:27][CH3:28]. (5) Given the reactants [NH2:1][C:2]1[N:3]=[CH:4][C:5]([C:8]2[C:9]([F:19])=[C:10]([OH:18])[C:11]([CH:14]3[CH2:17][CH2:16][CH2:15]3)=[CH:12][CH:13]=2)=[N:6][CH:7]=1.Cl[C:21]1[N:26]=[C:25]([CH3:27])[CH:24]=[CH:23][N:22]=1.C([O-])([O-])=O.[K+].[K+], predict the reaction product. The product is: [CH:14]1([C:11]2[CH:12]=[CH:13][C:8]([C:5]3[N:6]=[CH:7][C:2]([NH2:1])=[N:3][CH:4]=3)=[C:9]([F:19])[C:10]=2[O:18][C:21]2[N:26]=[C:25]([CH3:27])[CH:24]=[CH:23][N:22]=2)[CH2:15][CH2:16][CH2:17]1. (6) Given the reactants S(=O)(=O)(O)O.O.[O:7]=[C:8]1[CH:17]([NH:18]C(=O)C)[CH2:16][C:15]2[C:10](=[C:11]([N:22]3[CH2:26][CH2:25][CH2:24][C:23]3=[O:27])[CH:12]=[CH:13][CH:14]=2)[N:9]1[CH2:28][C:29]1[CH:33]=[CH:32][S:31][CH:30]=1.[OH-].[Na+], predict the reaction product. The product is: [NH2:18][CH:17]1[CH2:16][C:15]2[C:10](=[C:11]([N:22]3[CH2:26][CH2:25][CH2:24][C:23]3=[O:27])[CH:12]=[CH:13][CH:14]=2)[N:9]([CH2:28][C:29]2[CH:33]=[CH:32][S:31][CH:30]=2)[C:8]1=[O:7].